From a dataset of NCI-60 drug combinations with 297,098 pairs across 59 cell lines. Regression. Given two drug SMILES strings and cell line genomic features, predict the synergy score measuring deviation from expected non-interaction effect. Cell line: SK-MEL-5. Synergy scores: CSS=4.47, Synergy_ZIP=-2.74, Synergy_Bliss=-3.66, Synergy_Loewe=1.09, Synergy_HSA=-0.330. Drug 2: C1=NNC2=C1C(=O)NC=N2. Drug 1: C1=CC(=CC=C1C#N)C(C2=CC=C(C=C2)C#N)N3C=NC=N3.